This data is from Reaction yield outcomes from USPTO patents with 853,638 reactions. The task is: Predict the reaction yield, written as a fraction of the theoretical maximum amount of product (1.0 means a 100% yield; for example, 0.34 means a 34% yield). (1) The reactants are C(N1C=CN=C1)(N1C=CN=C1)=O.[CH3:13][O:14][C:15]1[CH:20]=[CH:19][C:18]([C:21]2[N:26]=[C:25]([C:27]([OH:29])=O)[CH:24]=[CH:23][CH:22]=2)=[CH:17][C:16]=1[CH:30]1[C:43]2[C:42](=[O:44])[CH2:41][C:40]([CH3:46])([CH3:45])[CH2:39][C:38]=2[O:37][C:36]2[CH2:35][C:34]([CH3:48])([CH3:47])[CH2:33][C:32](=[O:49])[C:31]1=2.[CH3:50][S:51]([NH2:54])(=[O:53])=[O:52].N12CCCN=C1CCCCC2.C(O)(=O)CC(CC(O)=O)(C(O)=O)O. The catalyst is CN(C=O)C. The product is [CH3:13][O:14][C:15]1[CH:20]=[CH:19][C:18]([C:21]2[N:26]=[C:25]([C:27]([NH:54][S:51]([CH3:50])(=[O:53])=[O:52])=[O:29])[CH:24]=[CH:23][CH:22]=2)=[CH:17][C:16]=1[CH:30]1[C:43]2[C:42](=[O:44])[CH2:41][C:40]([CH3:46])([CH3:45])[CH2:39][C:38]=2[O:37][C:36]2[CH2:35][C:34]([CH3:47])([CH3:48])[CH2:33][C:32](=[O:49])[C:31]1=2. The yield is 0.560. (2) The reactants are [CH2:1]([Li])CCC.[Br:6][C:7]1[CH:8]=[CH:9][C:10]([O:15][CH:16]([CH3:18])[CH3:17])=[C:11]([CH:14]=1)[CH:12]=O.[Cl-].[NH4+]. The catalyst is [Br-].C[P+](C1C=CC=CC=1)(C1C=CC=CC=1)C1C=CC=CC=1.C1COCC1.COC(C)(C)C.CCCCCC. The product is [Br:6][C:7]1[CH:8]=[CH:9][C:10]([O:15][CH:16]([CH3:18])[CH3:17])=[C:11]([CH:12]=[CH2:1])[CH:14]=1. The yield is 0.950.